This data is from Full USPTO retrosynthesis dataset with 1.9M reactions from patents (1976-2016). The task is: Predict the reactants needed to synthesize the given product. (1) Given the product [F:26][C:2]1[C:3]2[C:10]([C:11]([F:14])([F:13])[F:12])=[CH:9][N:8]([CH2:15][CH:16]3[CH2:21][CH2:20][N:19]([S:22]([CH3:25])(=[O:24])=[O:23])[CH2:18][CH2:17]3)[C:4]=2[N:5]=[CH:6][N:7]=1, predict the reactants needed to synthesize it. The reactants are: Cl[C:2]1[C:3]2[C:10]([C:11]([F:14])([F:13])[F:12])=[CH:9][N:8]([CH2:15][CH:16]3[CH2:21][CH2:20][N:19]([S:22]([CH3:25])(=[O:24])=[O:23])[CH2:18][CH2:17]3)[C:4]=2[N:5]=[CH:6][N:7]=1.[F-:26].[K+]. (2) Given the product [CH3:17][NH:18][C:19]1[S:23][C:22]([N:24]2[CH2:29][CH2:28][N:27]([C:5](=[O:6])/[CH:4]=[CH:3]/[C:2]([F:9])([F:8])[F:1])[CH2:26][CH2:25]2)=[N:21][C:20]=1[C:30]([O:32][CH2:33][CH3:34])=[O:31], predict the reactants needed to synthesize it. The reactants are: [F:1][C:2]([F:9])([F:8])/[CH:3]=[CH:4]/[C:5](O)=[O:6].C(Cl)(=O)C(Cl)=O.Cl.[CH3:17][NH:18][C:19]1[S:23][C:22]([N:24]2[CH2:29][CH2:28][NH:27][CH2:26][CH2:25]2)=[N:21][C:20]=1[C:30]([O:32][CH2:33][CH3:34])=[O:31].CCN(C(C)C)C(C)C.